Predict which catalyst facilitates the given reaction. From a dataset of Catalyst prediction with 721,799 reactions and 888 catalyst types from USPTO. (1) Reactant: [CH3:1][O:2][C:3]1[CH:8]=[CH:7][C:6]([C@@H:9]2[CH2:13][NH:12][CH2:11][C@H:10]2[NH:14][C:15](=[O:21])[O:16][C:17]([CH3:20])([CH3:19])[CH3:18])=[CH:5][CH:4]=1.C(N(CC)CC)C.[CH3:29][N:30]1[CH:34]=[C:33]([S:35](Cl)(=[O:37])=[O:36])[N:32]=[CH:31]1. Product: [CH3:1][O:2][C:3]1[CH:8]=[CH:7][C:6]([C@@H:9]2[CH2:13][N:12]([S:35]([C:33]3[N:32]=[CH:31][N:30]([CH3:29])[CH:34]=3)(=[O:37])=[O:36])[CH2:11][C@H:10]2[NH:14][C:15](=[O:21])[O:16][C:17]([CH3:18])([CH3:20])[CH3:19])=[CH:5][CH:4]=1. The catalyst class is: 112. (2) Reactant: [N:1]([C@H:4]([CH2:14][CH2:15][O:16]C1C=CC(OC)=CC=1)[CH2:5][O:6][Si:7]([C:10]([CH3:13])([CH3:12])[CH3:11])([CH3:9])[CH3:8])=[N+:2]=[N-:3].ClC1C(=O)C(C#N)=C(C#N)C(=O)C=1Cl. Product: [NH2:1][C@@H:4]([CH2:5][O:6][Si:7]([C:10]([CH3:13])([CH3:12])[CH3:11])([CH3:9])[CH3:8])[CH2:14][CH2:15][OH:16].[N:1]([C@@H:4]([CH2:5][O:6][Si:7]([C:10]([CH3:13])([CH3:12])[CH3:11])([CH3:9])[CH3:8])[CH2:14][CH2:15][OH:16])=[N+:2]=[N-:3]. The catalyst class is: 34. (3) Reactant: [N:1]1[N:5]2[CH:6]=[CH:7][CH:8]=[CH:9][C:4]2=[CH:3][C:2]=1[CH:10]=O.[CH3:12][O:13][C:14]1[CH:15]=[C:16]([NH2:20])[CH:17]=[N:18][CH:19]=1. Product: [CH3:12][O:13][C:14]1[CH:15]=[C:16]([N:20]=[CH:10][C:2]2[CH:3]=[C:4]3[CH:9]=[CH:8][CH:7]=[CH:6][N:5]3[N:1]=2)[CH:17]=[N:18][CH:19]=1. The catalyst class is: 8. (4) Reactant: [F:1][C:2]1[CH:3]=[C:4]([OH:11])[CH:5]=[CH:6][C:7]=1[N+:8]([O-:10])=[O:9].ClC1C=CC=CC=1.Cl[C:20]1[CH:25]=[CH:24][N:23]=[C:22]([C:26]([O:28][CH2:29][CH3:30])=[O:27])[CH:21]=1.C(=O)([O-])[O-].[Na+].[Na+]. Product: [F:1][C:2]1[CH:3]=[C:4]([CH:5]=[CH:6][C:7]=1[N+:8]([O-:10])=[O:9])[O:11][C:20]1[CH:25]=[CH:24][N:23]=[C:22]([C:26]([O:28][CH2:29][CH3:30])=[O:27])[CH:21]=1. The catalyst class is: 13. (5) Reactant: CS(O[CH2:6][CH2:7][CH2:8][CH2:9][C:10]1[S:14][C:13]([C:15]([O:17][CH2:18][CH3:19])=[O:16])=[N:12][N:11]=1)(=O)=O.[F:20][C:21]1[C:22](=[O:35])[NH:23][CH:24]=[CH:25][C:26]=1[NH:27][C:28](=[O:34])[O:29][C:30]([CH3:33])([CH3:32])[CH3:31].C([O-])([O-])=O.[K+].[K+]. Product: [C:30]([O:29][C:28]([NH:27][C:26]1[CH:25]=[CH:24][N:23]([CH2:6][CH2:7][CH2:8][CH2:9][C:10]2[S:14][C:13]([C:15]([O:17][CH2:18][CH3:19])=[O:16])=[N:12][N:11]=2)[C:22](=[O:35])[C:21]=1[F:20])=[O:34])([CH3:33])([CH3:31])[CH3:32]. The catalyst class is: 3. (6) Reactant: [CH:1](NC(C)C)([CH3:3])[CH3:2].[Li]CCCC.[CH3:13][O:14][C:15](=[O:33])[CH2:16][CH2:17][C:18]1([C:23]2[CH:28]=[CH:27][CH:26]=[C:25]([C:29]([F:32])([F:31])[F:30])[CH:24]=2)[O:22][CH2:21][CH2:20][O:19]1.C(Br)C=C.CN(P(N(C)C)(N(C)C)=O)C. Product: [CH3:13][O:14][C:15](=[O:33])[CH:16]([CH2:17][C:18]1([C:23]2[CH:28]=[CH:27][CH:26]=[C:25]([C:29]([F:31])([F:32])[F:30])[CH:24]=2)[O:22][CH2:21][CH2:20][O:19]1)[CH2:3][CH:1]=[CH2:2]. The catalyst class is: 49. (7) Reactant: [C:1]1([C:31]2[CH:36]=[CH:35][CH:34]=[CH:33][CH:32]=2)[CH:6]=[CH:5][CH:4]=[C:3]([NH:7][C:8](=[O:30])[CH2:9][CH2:10][CH2:11][CH2:12][CH2:13][NH:14][C:15](=[O:29])[CH2:16][O:17][CH2:18][C:19]2[CH:28]=[CH:27][C:22]([C:23](OC)=[O:24])=[CH:21][CH:20]=2)[CH:2]=1.[H-].[H-].[H-].[H-].[Li+].[Al+3]. Product: [C:1]1([C:31]2[CH:36]=[CH:35][CH:34]=[CH:33][CH:32]=2)[CH:6]=[CH:5][CH:4]=[C:3]([NH:7][C:8](=[O:30])[CH2:9][CH2:10][CH2:11][CH2:12][CH2:13][NH:14][C:15](=[O:29])[CH2:16][O:17][CH2:18][C:19]2[CH:20]=[CH:21][C:22]([CH2:23][OH:24])=[CH:27][CH:28]=2)[CH:2]=1. The catalyst class is: 1.